From a dataset of Forward reaction prediction with 1.9M reactions from USPTO patents (1976-2016). Predict the product of the given reaction. (1) Given the reactants [OH:1][CH:2]1[O:9][C@H:8]([CH2:10][OH:11])[C@H:6]([OH:7])[C@H:4]([OH:5])[C@H:3]1[NH:12][C:13]([CH3:15])=[O:14].O=C[C@@H]([C@H]([C@H]([C@@H](CO)O)O)O)O, predict the reaction product. The product is: [OH:1][CH:2]1[O:9][C@H:8]([CH2:10][OH:11])[C@@H:6]([OH:7])[C@H:4]([OH:5])[C@H:3]1[NH:12][C:13]([CH3:15])=[O:14]. (2) Given the reactants C([O:5][CH:6]([O:10][C:11]([CH3:14])([CH3:13])[CH3:12])N(C)C)(C)(C)C.C(O)(=O)[CH2:16][CH2:17][CH2:18][CH2:19][CH2:20][CH2:21][CH2:22][CH2:23][CH2:24][CH2:25][CH2:26][CH2:27][CH2:28][CH2:29][CH2:30][CH2:31][C:32]([OH:34])=[O:33], predict the reaction product. The product is: [C:11]([O:10][C:6](=[O:5])[CH2:16][CH2:17][CH2:18][CH2:19][CH2:20][CH2:21][CH2:22][CH2:23][CH2:24][CH2:25][CH2:26][CH2:27][CH2:28][CH2:29][CH2:30][CH2:31][C:32]([OH:34])=[O:33])([CH3:12])([CH3:13])[CH3:14]. (3) Given the reactants [Cl:1][C:2]1[N:11]=[CH:10][C:9]2[NH:8][C:7](=[O:12])[CH:6]([CH3:13])[N:5]([C:14]3[CH:19]=[CH:18][CH:17]=[CH:16][CH:15]=3)[C:4]=2[N:3]=1.C(N(CC)CC)C.[C:27]1(B(O)O)[CH:32]=[CH:31][CH:30]=[CH:29][CH:28]=1, predict the reaction product. The product is: [Cl:1][C:2]1[N:11]=[CH:10][C:9]2[N:8]([C:27]3[CH:32]=[CH:31][CH:30]=[CH:29][CH:28]=3)[C:7](=[O:12])[CH:6]([CH3:13])[N:5]([C:14]3[CH:15]=[CH:16][CH:17]=[CH:18][CH:19]=3)[C:4]=2[N:3]=1. (4) Given the reactants Br[C:2]1[CH:7]=[CH:6][CH:5]=[CH:4][C:3]=1[CH2:8][C:9]([OH:11])=[O:10].[I:12][C:13]1[CH:19]=[CH:18][C:16]([NH2:17])=[CH:15][CH:14]=1, predict the reaction product. The product is: [I:12][C:13]1[CH:19]=[CH:18][C:16]([NH:17][C:2]2[CH:7]=[CH:6][CH:5]=[CH:4][C:3]=2[CH2:8][C:9]([OH:11])=[O:10])=[CH:15][CH:14]=1. (5) Given the reactants [OH:1][C:2]1[CH:11]=[C:10]2[C:5]([CH:6]=[CH:7][CH2:8][N+:9]2=[CH:12][CH2:13][CH2:14][S:15]([O-:18])(=[O:17])=[O:16])=[CH:4][CH:3]=1.[CH2:19]([N:21]([CH2:24][CH3:25])[CH2:22][CH3:23])[CH3:20], predict the reaction product. The product is: [OH:1][C:2]1[CH:11]=[C:10]2[C:5]([CH2:6][CH2:7][CH2:8][N:9]2[CH2:12][CH2:13][CH2:14][S:15]([O-:18])(=[O:17])=[O:16])=[CH:4][CH:3]=1.[CH2:19]([NH+:21]([CH2:24][CH3:25])[CH2:22][CH3:23])[CH3:20].